This data is from hERG potassium channel inhibition data for cardiac toxicity prediction from Karim et al.. The task is: Regression/Classification. Given a drug SMILES string, predict its toxicity properties. Task type varies by dataset: regression for continuous values (e.g., LD50, hERG inhibition percentage) or binary classification for toxic/non-toxic outcomes (e.g., AMES mutagenicity, cardiotoxicity, hepatotoxicity). Dataset: herg_karim. (1) The molecule is CCOc1ccn(-c2ccc(F)cc2)c(=O)c1C(=O)Nc1ccc(Oc2ccnc(N)c2Cl)c(F)c1. The result is 0 (non-blocker). (2) The compound is CC[C@@]1(c2cccc(NS(C)(=O)=O)c2)[C@H]2CN(CC3Cc4ccccc4C3)C[C@H]21. The result is 1 (blocker).